This data is from Catalyst prediction with 721,799 reactions and 888 catalyst types from USPTO. The task is: Predict which catalyst facilitates the given reaction. (1) Reactant: [CH:1]([N:4]([CH3:28])[C:5]1[C:6]([C:19]2[C:20]([C:24]([F:27])([F:26])[F:25])=[N:21][NH:22][CH:23]=2)=[N:7][C:8]2[C:13]([N:14]=1)=[CH:12][C:11]([C:15]([O:17]C)=[O:16])=[CH:10][CH:9]=2)([CH3:3])[CH3:2].[OH-].[Na+].O. The catalyst class is: 5. Product: [CH:1]([N:4]([CH3:28])[C:5]1[C:6]([C:19]2[C:20]([C:24]([F:25])([F:26])[F:27])=[N:21][NH:22][CH:23]=2)=[N:7][C:8]2[C:13]([N:14]=1)=[CH:12][C:11]([C:15]([OH:17])=[O:16])=[CH:10][CH:9]=2)([CH3:3])[CH3:2]. (2) Reactant: [K+].[Br-].CC1SC=C(/C=C(/[C@H]2OC(=O)C[C@H](O)[C@H](C)C(=O)[C@H](C)[C@@H](O)[C@@H](C)CCC[C@H]3O[C@H]3C2)\C)N=1.CC1SC=C(/C=C(/[C@H]2OC(=O)C[C@H](O)[C@@H](C)C(=O)[C@H](C)[C@@H](O)[C@@H](C)CCC[C@H]3O[C@H]3C2)\C)N=1.[CH3:69][C:70]1[O:74][CH:73]=[C:72](/[CH:75]=[C:76](/[C@H:78]2[O:96][C:94](=[O:95])[CH2:93][C@H:92]([OH:97])[C:91]([CH3:99])([CH3:98])[C:89](=[O:90])[C@H:88]([CH3:100])[C@@H:87]([OH:101])[C@@H:86]([CH3:102])[CH2:85][CH2:84][CH2:83][C@H:81]3O[C@H:80]3[CH2:79]2)\[CH3:77])[N:71]=1.CC1SC=C(/C=C/[C@H]2OC(=O)C[C@H](O)C(C)(C)C(=O)[C@H](C)[C@@H](O)[C@@H](C)CCC[C@H]3O[C@H]3C2)N=1. Product: [CH3:69][C:70]1[O:74][CH:73]=[C:72](/[CH:75]=[C:76](/[C@H:78]2[O:96][C:94](=[O:95])[CH2:93][C@H:92]([OH:97])[C:91]([CH3:99])([CH3:98])[C:89](=[O:90])[C@H:88]([CH3:100])[C@@H:87]([OH:101])[C@@H:86]([CH3:102])[CH2:85][CH2:84][CH2:83][CH:81]=[CH:80][CH2:79]2)\[CH3:77])[N:71]=1. The catalyst class is: 5. (3) Reactant: [CH3:1][N:2]1[C:6]([NH:7][C:8](=[O:16])OC2C=CC=CC=2)=[CH:5][C:4]([C:17]([F:20])([F:19])[F:18])=[N:3]1.[CH3:21][O:22][C:23]1[CH:24]=[C:25]2[C:30](=[CH:31][C:32]=1[O:33][CH3:34])[N:29]=[CH:28][N:27]=[C:26]2[O:35][C:36]1[CH:37]=[C:38]([CH:40]=[CH:41][CH:42]=1)[NH2:39].C(N(CC)C(C)C)(C)C. Product: [CH3:21][O:22][C:23]1[CH:24]=[C:25]2[C:30](=[CH:31][C:32]=1[O:33][CH3:34])[N:29]=[CH:28][N:27]=[C:26]2[O:35][C:36]1[CH:37]=[C:38]([NH:39][C:8]([NH:7][C:6]2[N:2]([CH3:1])[N:3]=[C:4]([C:17]([F:18])([F:19])[F:20])[CH:5]=2)=[O:16])[CH:40]=[CH:41][CH:42]=1. The catalyst class is: 1.